The task is: Predict the reaction yield, written as a fraction of the theoretical maximum amount of product (1.0 means a 100% yield; for example, 0.34 means a 34% yield).. This data is from Reaction yield outcomes from USPTO patents with 853,638 reactions. (1) The reactants are [Br:1][C:2]1[CH:7]=[CH:6][C:5]([C:8](=O)[CH2:9][CH2:10][C:11]([C:13]2[CH:18]=[CH:17][C:16]([Br:19])=[CH:15][CH:14]=2)=O)=[CH:4][CH:3]=1.[CH:21]1([C:27]2[CH:33]=[CH:32][C:30]([NH2:31])=[CH:29][CH:28]=2)[CH2:26][CH2:25][CH2:24][CH2:23][CH2:22]1. No catalyst specified. The product is [Br:1][C:2]1[CH:7]=[CH:6][C:5]([C:8]2[N:31]([C:30]3[CH:32]=[CH:33][C:27]([CH:21]4[CH2:26][CH2:25][CH2:24][CH2:23][CH2:22]4)=[CH:28][CH:29]=3)[C:11]([C:13]3[CH:18]=[CH:17][C:16]([Br:19])=[CH:15][CH:14]=3)=[CH:10][CH:9]=2)=[CH:4][CH:3]=1. The yield is 0.910. (2) The reactants are C(OC(=O)[NH:10][CH2:11][C@H:12]1[CH2:17][CH2:16][C@@H:15]([NH2:18])[CH2:14][CH2:13]1)C1C=CC=CC=1.Cl[C:21]1[N:30]=[C:29]([N:31]([CH3:33])[CH3:32])[C:28]2[CH2:27][CH2:26][CH2:25][CH2:24][C:23]=2[N:22]=1.C([O-])(O)=O.[Na+]. The catalyst is C(O)CCC.CO.[Pd]. The product is [NH2:10][CH2:11][C@@H:12]1[CH2:13][CH2:14][C@H:15]([NH:18][C:21]2[N:30]=[C:29]([N:31]([CH3:33])[CH3:32])[C:28]3[CH2:27][CH2:26][CH2:25][CH2:24][C:23]=3[N:22]=2)[CH2:16][CH2:17]1. The yield is 0.590. (3) The reactants are [F:1][C:2]1[CH:3]=[C:4]([CH:12]=[CH:13][C:14]=1[O:15][CH3:16])[C:5]([CH2:7][CH2:8][C:9]([OH:11])=[O:10])=O.C(O)C. The catalyst is C(O)(=O)C. The product is [F:1][C:2]1[CH:3]=[C:4]([CH2:5][CH2:7][CH2:8][C:9]([OH:11])=[O:10])[CH:12]=[CH:13][C:14]=1[O:15][CH3:16]. The yield is 0.830.